Predict which catalyst facilitates the given reaction. From a dataset of Catalyst prediction with 721,799 reactions and 888 catalyst types from USPTO. (1) Reactant: [C:1]([C:5]1[CH:26]=[CH:25][C:8]([CH:9]=[N:10][O:11][CH2:12][CH2:13][O:14][C:15]2[CH:23]=[CH:22][C:18]([C:19]([OH:21])=[O:20])=[C:17]([OH:24])[CH:16]=2)=[CH:7][CH:6]=1)([CH3:4])([CH3:3])[CH3:2].C1C=CC=CC=1.[C:33](OC(O[C:33]([CH3:36])([CH3:35])[CH3:34])N(C)C)([CH3:36])([CH3:35])[CH3:34]. Product: [C:33]([O:20][C:19](=[O:21])[C:18]1[CH:22]=[CH:23][C:15]([O:14][CH2:13][CH2:12][O:11][N:10]=[CH:9][C:8]2[CH:7]=[CH:6][C:5]([C:1]([CH3:4])([CH3:2])[CH3:3])=[CH:26][CH:25]=2)=[CH:16][C:17]=1[OH:24])([CH3:36])([CH3:35])[CH3:34]. The catalyst class is: 170. (2) The catalyst class is: 4. Product: [CH2:1]([O:3][C:4]([C:6]1[N:7]=[CH:8][C:9]2[C:14]([C:15]=1[OH:16])=[CH:13][CH:12]=[C:11]([O:17][CH2:18][C:19]1[CH:24]=[CH:23][CH:22]=[CH:21][CH:20]=1)[CH:10]=2)=[O:5])[CH3:2]. Reactant: [CH2:1]([O:3][C:4]([C:6]1[N:7](CC2C=CC(OC)=CC=2OC)[CH2:8][C:9]2[C:14]([C:15]=1[OH:16])=[CH:13][CH:12]=[C:11]([O:17][CH2:18][C:19]1[CH:24]=[CH:23][CH:22]=[CH:21][CH:20]=1)[CH:10]=2)=[O:5])[CH3:2].S(Cl)(Cl)=O. (3) Reactant: [CH2:1]([C@H:8]1[C@@H:12]([C@H:13]2[CH2:17][C@@H:16]([O:18][CH3:19])[CH2:15][N:14]2[C:20]([O:22][C:23]([CH3:26])([CH3:25])[CH3:24])=[O:21])[O:11]C(C)(C)[N:9]1C(OCC[Si](C)(C)C)=O)[C:2]1[CH:7]=[CH:6][CH:5]=[CH:4][CH:3]=1.[F-].[K+].CCCC[N+](CCCC)(CCCC)CCCC.[F-].C([O-])(O)=O.[Na+]. Product: [NH2:9][C@@H:8]([CH2:1][C:2]1[CH:3]=[CH:4][CH:5]=[CH:6][CH:7]=1)[C@@H:12]([C@H:13]1[CH2:17][C@@H:16]([O:18][CH3:19])[CH2:15][N:14]1[C:20]([O:22][C:23]([CH3:24])([CH3:25])[CH3:26])=[O:21])[OH:11]. The catalyst class is: 210. (4) Reactant: C[Si]([N-][Si](C)(C)C)(C)C.[K+].[CH2:11]([C@@H:18]1[CH2:22][O:21][C:20](=[O:23])[N:19]1[C:24](=[O:31])[CH2:25][CH2:26][CH2:27][CH2:28][CH2:29][Br:30])[C:12]1[CH:17]=[CH:16][CH:15]=[CH:14][CH:13]=1.Cl[CH2:33][O:34][CH3:35]. Product: [CH2:11]([C@@H:18]1[CH2:22][O:21][C:20](=[O:23])[N:19]1[C:24](=[O:31])[C@H:25]([CH2:33][O:34][CH3:35])[CH2:26][CH2:27][CH2:28][CH2:29][Br:30])[C:12]1[CH:17]=[CH:16][CH:15]=[CH:14][CH:13]=1. The catalyst class is: 1. (5) Reactant: Br[C:2]1[CH:3]=[N:4][N:5]([CH2:7][CH2:8][N:9]2[N:18]=[CH:17][C:16]3[C:11](=[CH:12][C:13]([C:19]4[CH:24]=[CH:23][C:22]([O:25][C:26]([F:29])([F:28])[F:27])=[CH:21][CH:20]=4)=[CH:14][CH:15]=3)[C:10]2=[O:30])[CH:6]=1.[CH3:31][O:32][C:33]1[N:38]=[CH:37][C:36](B(O)O)=[CH:35][N:34]=1.C(=O)([O-])[O-].[K+].[K+]. Product: [CH3:31][O:32][C:33]1[N:38]=[CH:37][C:36]([C:2]2[CH:3]=[N:4][N:5]([CH2:7][CH2:8][N:9]3[N:18]=[CH:17][C:16]4[C:11](=[CH:12][C:13]([C:19]5[CH:24]=[CH:23][C:22]([O:25][C:26]([F:29])([F:28])[F:27])=[CH:21][CH:20]=5)=[CH:14][CH:15]=4)[C:10]3=[O:30])[CH:6]=2)=[CH:35][N:34]=1. The catalyst class is: 11. (6) Reactant: [OH:1]N1C(=O)CCC1=O.[CH3:9][CH:10]([CH3:17])[N:11]=[C:12]=[N:13][CH:14]([CH3:16])[CH3:15].N(C(OCC1C2C(=CC=CC=2)C2C1=CC=CC=2)=O)CC(O)=O. Product: [CH:10]([NH:11][C:12]([NH:13][CH:14]([CH3:16])[CH3:15])=[O:1])([CH3:17])[CH3:9]. The catalyst class is: 4. (7) Reactant: N(C(OC(C)C)=O)=NC(OC(C)C)=O.[C:15]1([S:21]([CH2:24][C:25]2[C:30]([C:31]([O:33][CH3:34])=[O:32])=[C:29](O)[C:28]([C:36]3[CH:40]=[CH:39][O:38][C:37]=3[CH:41]([OH:43])[CH3:42])=[CH:27][CH:26]=2)(=[O:23])=[O:22])[CH:20]=[CH:19][CH:18]=[CH:17][CH:16]=1.C1(P(C2C=CC=CC=2)C2C=CC=CC=2)C=CC=CC=1. Product: [C:15]1([S:21]([CH2:24][C:25]2[C:30]([C:31]([O:33][CH3:34])=[O:32])=[C:29]3[C:28]([C:36]4[CH:40]=[CH:39][O:38][C:37]=4[CH:41]([CH3:42])[O:43]3)=[CH:27][CH:26]=2)(=[O:22])=[O:23])[CH:16]=[CH:17][CH:18]=[CH:19][CH:20]=1. The catalyst class is: 1. (8) Reactant: [CH3:1][C:2]1[N:3]=[CH:4][O:5][C:6]=1[C:7]1[CH:12]=[CH:11][CH:10]=[CH:9][CH:8]=1.[Cl:13][S:14](O)(=[O:16])=[O:15]. Product: [CH3:1][C:2]1[N:3]=[CH:4][O:5][C:6]=1[C:7]1[CH:8]=[CH:9][C:10]([S:14]([Cl:13])(=[O:16])=[O:15])=[CH:11][CH:12]=1. The catalyst class is: 22. (9) Reactant: [Br:1][C:2]1[CH:3]=[CH:4][C:5]([OH:11])=[C:6]([C:8](=[O:10])[CH3:9])[CH:7]=1.[O:12]1[CH2:17][CH2:16][CH:15]([CH:18]=O)[CH2:14][CH2:13]1. Product: [Br:1][C:2]1[CH:7]=[C:6]2[C:5](=[CH:4][CH:3]=1)[O:11][CH:18]([CH:15]1[CH2:16][CH2:17][O:12][CH2:13][CH2:14]1)[CH2:9][C:8]2=[O:10]. The catalyst class is: 88.